This data is from Retrosynthesis with 50K atom-mapped reactions and 10 reaction types from USPTO. The task is: Predict the reactants needed to synthesize the given product. (1) Given the product COc1nc(N2CCOCC2)nc(N[C@@H]2CCCN(C(=O)OC(C)(C)C)C2)c1-c1nc2ccccc2s1, predict the reactants needed to synthesize it. The reactants are: CCCC[Sn](CCCC)(CCCC)c1nc2ccccc2s1.COc1nc(N2CCOCC2)nc(N[C@@H]2CCCN(C(=O)OC(C)(C)C)C2)c1I. (2) Given the product C[C@H]1COC(=O)[C@H](C)CCCCCC(=O)N1, predict the reactants needed to synthesize it. The reactants are: C[C@H]1COC(=O)[C@H](C)CC=CCCC(=O)N1. (3) Given the product CS(=O)(=O)OCCCc1ccc(-c2cnc(N)c(C(=O)Nc3cccnc3)n2)cc1, predict the reactants needed to synthesize it. The reactants are: CS(=O)(=O)Cl.Nc1ncc(-c2ccc(CCCO)cc2)nc1C(=O)Nc1cccnc1. (4) Given the product O=C(/C=C/c1cccnc1Sc1ccc(Br)cc1)NC1CCC(O)CC1, predict the reactants needed to synthesize it. The reactants are: CCOP(=O)(CC(=O)NC1CCC(O)CC1)OCC.O=Cc1cccnc1Sc1ccc(Br)cc1. (5) Given the product COc1ccc(C2=NN(C3CCN(C(=O)[C@@H](CN(C)C)NC(=O)OC(C)(C)C)CC3)C(=O)[C@@H]3CCCC[C@H]23)cc1OC, predict the reactants needed to synthesize it. The reactants are: CN(C)C[C@@H](NC(=O)OC(C)(C)C)C(=O)O.COc1ccc(C2=NN(C3CCNCC3)C(=O)[C@@H]3CCCC[C@H]23)cc1OC. (6) Given the product NC(=O)c1cnc(N)c2c1sc1ccc(-c3ccccc3)cc12, predict the reactants needed to synthesize it. The reactants are: NC(=O)c1cnc(N)c2c1sc1ccc(Cl)cc12.OB(O)c1ccccc1. (7) The reactants are: CC(C)(C)NC(=O)c1csc(Br)n1.C[C@@H](c1ccc(B2OC(C)(C)C(C)(C)O2)cc1)N1CC[C@](CC(C)(C)O)(c2ccccc2)OC1=O. Given the product C[C@@H](c1ccc(-c2nc(C(=O)NC(C)(C)C)cs2)cc1)N1CC[C@](CC(C)(C)O)(c2ccccc2)OC1=O, predict the reactants needed to synthesize it.